This data is from Reaction yield outcomes from USPTO patents with 853,638 reactions. The task is: Predict the reaction yield, written as a fraction of the theoretical maximum amount of product (1.0 means a 100% yield; for example, 0.34 means a 34% yield). The product is [Br:1][C:2]1[C:3]([CH3:12])=[CH:4][C:5]([CH3:11])=[CH:6][C:7]=1[NH2:8]. The reactants are [Br:1][C:2]1[C:7]([N+:8]([O-])=O)=[CH:6][C:5]([CH3:11])=[CH:4][C:3]=1[CH3:12].Cl.CCO. The yield is 0.770. The catalyst is [Fe].C(OCC)(=O)C.